This data is from Forward reaction prediction with 1.9M reactions from USPTO patents (1976-2016). The task is: Predict the product of the given reaction. Given the reactants [Cl:1][C:2]1[CH:10]=[C:9]2[C:5]([CH:6]=[CH:7][N:8]2[S:11]([C:14]2[CH:23]=[C:22]3[C:17]([C:18]([CH3:28])([CH3:27])[CH2:19][N:20](C(=O)C)[CH2:21]3)=[CH:16][CH:15]=2)(=[O:13])=[O:12])=[CH:4][CH:3]=1.C(=O)([O-])O.[Na+], predict the reaction product. The product is: [Cl:1][C:2]1[CH:10]=[C:9]2[C:5]([CH:6]=[CH:7][N:8]2[S:11]([C:14]2[CH:23]=[C:22]3[C:17]([C:18]([CH3:28])([CH3:27])[CH2:19][NH:20][CH2:21]3)=[CH:16][CH:15]=2)(=[O:13])=[O:12])=[CH:4][CH:3]=1.